This data is from Peptide-MHC class I binding affinity with 185,985 pairs from IEDB/IMGT. The task is: Regression. Given a peptide amino acid sequence and an MHC pseudo amino acid sequence, predict their binding affinity value. This is MHC class I binding data. (1) The peptide sequence is YLMHPAQTSQW. The MHC is Mamu-A02 with pseudo-sequence Mamu-A02. The binding affinity (normalized) is 0.393. (2) The peptide sequence is LMMATIGIAL. The MHC is HLA-A02:06 with pseudo-sequence HLA-A02:06. The binding affinity (normalized) is 0.759. (3) The peptide sequence is LLRDKDGVY. The MHC is HLA-B27:05 with pseudo-sequence HLA-B27:05. The binding affinity (normalized) is 0.0847. (4) The peptide sequence is GEYAPFARL. The MHC is HLA-B15:01 with pseudo-sequence HLA-B15:01. The binding affinity (normalized) is 0.0847. (5) The peptide sequence is RQRHYFDSA. The MHC is HLA-B58:01 with pseudo-sequence HLA-B58:01. The binding affinity (normalized) is 0.213.